Dataset: Full USPTO retrosynthesis dataset with 1.9M reactions from patents (1976-2016). Task: Predict the reactants needed to synthesize the given product. (1) Given the product [Cl:1][C:2]1[CH:9]=[CH:8][C:7]([N+:10]([O-:12])=[O:11])=[CH:6][C:3]=1[C:4]1[N:26]=[N:27][NH:28][N:5]=1, predict the reactants needed to synthesize it. The reactants are: [Cl:1][C:2]1[CH:9]=[CH:8][C:7]([N+:10]([O-:12])=[O:11])=[CH:6][C:3]=1[C:4]#[N:5].C([Sn]([N:26]=[N+:27]=[N-:28])(CCCC)CCCC)CCC.[N-]=[N+]=[N-]. (2) Given the product [N:1]1([CH2:8][CH2:9][N:10]2[CH2:11][CH2:12][CH:13]([NH:16][C:17]([C:19]3[NH:20][C:21]4[C:26]([CH:27]=3)=[C:25]([C:28]3[CH:29]=[CH:30][C:31]5[O:34][CH2:35][O:36][C:32]=5[CH:33]=3)[CH:24]=[CH:23][CH:22]=4)=[O:18])[CH2:14][CH2:15]2)[CH2:2][CH2:3][CH2:4][CH2:5][CH2:6][CH2:7]1, predict the reactants needed to synthesize it. The reactants are: [N:1]1([CH2:8][CH2:9][N:10]2[CH2:15][CH2:14][CH:13]([NH:16][C:17]([C:19]3[NH:20][C:21]4[C:26]([CH:27]=3)=[C:25]([C:28]3[CH:33]=[CH:32][CH:31]=[CH:30][CH:29]=3)[CH:24]=[CH:23][CH:22]=4)=[O:18])[CH2:12][CH2:11]2)[CH2:7][CH2:6][CH2:5][CH2:4][CH2:3][CH2:2]1.[O:34]1C2C=CC(B(O)O)=CC=2[O:36][CH2:35]1. (3) Given the product [CH3:20][O:19][C:15]1[CH:14]=[C:13]2[C:18](=[CH:17][CH:16]=1)[C:9]([NH2:8])=[N:10][C:11]([CH3:27])=[C:12]2[C:21]1[CH:26]=[CH:25][CH:24]=[CH:23][CH:22]=1, predict the reactants needed to synthesize it. The reactants are: [Cl-].COC1C=C(C=CC=1OC)C[NH:8][C:9]1[C:18]2[C:13](=[CH:14][C:15]([O:19][CH3:20])=[CH:16][CH:17]=2)[C:12]([C:21]2[CH:26]=[CH:25][CH:24]=[CH:23][CH:22]=2)=[C:11]([CH3:27])[NH+:10]=1.FC(F)(F)C(O)=O. (4) The reactants are: [Br:1][C:2]1[CH:42]=[CH:41][C:5]([CH2:6][C@:7]23[CH2:14][C@@H:13]([NH:15][C:16](=[O:30])[C:17]4[CH:22]=[CH:21][C:20]([C:23]([O:25]C(C)(C)C)=[O:24])=[CH:19][CH:18]=4)[CH2:12][N:11]2[C:10](=[O:31])[N:9]([C:32]2[CH:37]=[C:36]([Cl:38])[CH:35]=[C:34]([Cl:39])[CH:33]=2)[C:8]3=[O:40])=[CH:4][CH:3]=1.C(O)(C(F)(F)F)=O. Given the product [Br:1][C:2]1[CH:42]=[CH:41][C:5]([CH2:6][C@:7]23[CH2:14][C@@H:13]([NH:15][C:16](=[O:30])[C:17]4[CH:18]=[CH:19][C:20]([C:23]([OH:25])=[O:24])=[CH:21][CH:22]=4)[CH2:12][N:11]2[C:10](=[O:31])[N:9]([C:32]2[CH:33]=[C:34]([Cl:39])[CH:35]=[C:36]([Cl:38])[CH:37]=2)[C:8]3=[O:40])=[CH:4][CH:3]=1, predict the reactants needed to synthesize it. (5) Given the product [OH:21][C:17]1([CH2:22][OH:23])[CH2:18][CH2:19][CH2:20][CH:15]([C:6]2[CH:7]=[CH:8][C:9]([OH:11])=[CH:10][C:5]=2[OH:4])[CH2:16]1, predict the reactants needed to synthesize it. The reactants are: COC[O:4][C:5]1[CH:10]=[C:9]([O:11]COC)[CH:8]=[CH:7][C:6]=1[CH:15]1[CH2:20][CH2:19][CH2:18][C:17]([CH2:22][OH:23])([OH:21])[CH2:16]1. (6) Given the product [CH2:17]1[CH2:16][O:15][C:12]2[CH:13]=[CH:14][C:9]([NH:8][C:6]3[C:5]([F:19])=[CH:4][N:3]=[C:2]([NH:27][CH2:26][C:25]4[CH:28]=[CH:29][C:22]([O:21][CH3:20])=[CH:23][CH:24]=4)[N:7]=3)=[CH:10][C:11]=2[O:18]1, predict the reactants needed to synthesize it. The reactants are: Cl[C:2]1[N:7]=[C:6]([NH:8][C:9]2[CH:14]=[CH:13][C:12]3[O:15][CH2:16][CH2:17][O:18][C:11]=3[CH:10]=2)[C:5]([F:19])=[CH:4][N:3]=1.[CH3:20][O:21][C:22]1[CH:29]=[CH:28][C:25]([CH2:26][NH2:27])=[CH:24][CH:23]=1. (7) Given the product [Br:1][C:2]1[C:7]([I:8])=[CH:6][N:5]=[C:4]([NH:9][C:11]([NH:10][CH2:13][CH3:14])=[O:12])[CH:3]=1, predict the reactants needed to synthesize it. The reactants are: [Br:1][C:2]1[C:7]([I:8])=[CH:6][N:5]=[C:4]([NH2:9])[CH:3]=1.[N:10]([CH2:13][CH3:14])=[C:11]=[O:12].CCCCCC.